This data is from HIV replication inhibition screening data with 41,000+ compounds from the AIDS Antiviral Screen. The task is: Binary Classification. Given a drug SMILES string, predict its activity (active/inactive) in a high-throughput screening assay against a specified biological target. (1) The drug is Cc1ccc(S(=O)(=O)OCC23CCC(CC2)C2CC23)cc1. The result is 0 (inactive). (2) The drug is CN1C(=O)C2C=CC1C1CCC2N(C)C1=O. The result is 0 (inactive). (3) The molecule is CC(C)CN1CC(=O)N2Cc3ccccc3CN2C(=O)C1. The result is 0 (inactive). (4) The drug is CN(C)c1nc(N(C)C)nc(N(C)CN(C)c2nc(N(C)C)nc(N(C)C)n2)n1. The result is 0 (inactive). (5) The drug is CC1C2Cc3ccc(O)cc3C1(C)CCN2CC1CC1. The result is 0 (inactive).